Regression. Given a peptide amino acid sequence and an MHC pseudo amino acid sequence, predict their binding affinity value. This is MHC class I binding data. From a dataset of Peptide-MHC class I binding affinity with 185,985 pairs from IEDB/IMGT. (1) The peptide sequence is EYAPFARLL. The MHC is HLA-A01:01 with pseudo-sequence HLA-A01:01. The binding affinity (normalized) is 0. (2) The peptide sequence is LTPLCIAMRCN. The binding affinity (normalized) is 0.555. The MHC is Mamu-A01 with pseudo-sequence Mamu-A01. (3) The peptide sequence is YQVLVMVPK. The MHC is HLA-B08:03 with pseudo-sequence HLA-B08:03. The binding affinity (normalized) is 0.0847.